Dataset: Cav3 T-type calcium channel HTS with 100,875 compounds. Task: Binary Classification. Given a drug SMILES string, predict its activity (active/inactive) in a high-throughput screening assay against a specified biological target. (1) The result is 0 (inactive). The molecule is O=C(NCCN(CC)CC)CCc1nn(c(=O)c2c1cccc2)C. (2) The compound is s1c(cc2c1sc(c2)C(=O)Nc1c(F)cccc1)CC. The result is 0 (inactive). (3) The drug is O(CC(O)CNC(C)C)c1c2c(ccc1)cccc2. The result is 0 (inactive). (4) The compound is O1CCN(CC1)C(=O)COc1cc(n2nnnc2)ccc1. The result is 0 (inactive). (5) The compound is O1CCN(CC1)C(=O)NCCCOCC. The result is 0 (inactive). (6) The compound is O=C(N1CCC(n2c3c(nc2)cccc3)CC1)NC1CCCCC1. The result is 0 (inactive).